Dataset: Reaction yield outcomes from USPTO patents with 853,638 reactions. Task: Predict the reaction yield, written as a fraction of the theoretical maximum amount of product (1.0 means a 100% yield; for example, 0.34 means a 34% yield). (1) The reactants are C([O:3][C:4]([C:6]1[CH:11]=[C:10]([C:12]2[CH:17]=[CH:16][CH:15]=[CH:14][C:13]=2[F:18])[N:9]=[CH:8][N:7]=1)=[CH2:5])C.Cl.O. The catalyst is CC(C)=O. The product is [F:18][C:13]1[CH:14]=[CH:15][CH:16]=[CH:17][C:12]=1[C:10]1[N:9]=[CH:8][N:7]=[C:6]([C:4](=[O:3])[CH3:5])[CH:11]=1. The yield is 0.970. (2) The reactants are [Br:1][CH2:2][C:3]1[CH:11]=[CH:10][C:6]([C:7]([OH:9])=O)=[C:5]([F:12])[CH:4]=1.CCN(C(C)C)C(C)C.S(Cl)(Cl)=O.[Cl:26][C:27]1[C:33]([Cl:34])=[CH:32][C:30]([NH2:31])=[C:29]([N:35]2[CH2:40][CH2:39][N:38]([CH2:41][CH2:42][C:43]([F:46])([F:45])[F:44])[CH2:37][CH2:36]2)[CH:28]=1. The catalyst is C(Cl)Cl. The product is [Br:1][CH2:2][C:3]1[CH:11]=[CH:10][C:6]([C:7]([NH:31][C:30]2[CH:32]=[C:33]([Cl:34])[C:27]([Cl:26])=[CH:28][C:29]=2[N:35]2[CH2:36][CH2:37][N:38]([CH2:41][CH2:42][C:43]([F:46])([F:45])[F:44])[CH2:39][CH2:40]2)=[O:9])=[C:5]([F:12])[CH:4]=1. The yield is 0.704. (3) The reactants are [CH2:1]([O:4][C:5]1[CH:12]=[CH:11][C:8]([CH:9]=[O:10])=[CH:7][C:6]=1[O:13][CH3:14])[CH2:2][CH3:3].[BH4-].[Na+]. The catalyst is CCO. The product is [CH2:1]([O:4][C:5]1[CH:12]=[CH:11][C:8]([CH2:9][OH:10])=[CH:7][C:6]=1[O:13][CH3:14])[CH2:2][CH3:3]. The yield is 0.920.